The task is: Predict the reaction yield, written as a fraction of the theoretical maximum amount of product (1.0 means a 100% yield; for example, 0.34 means a 34% yield).. This data is from Buchwald-Hartwig C-N cross coupling reaction yields with 55,370 reactions. (1) The reactants are FC(F)(F)c1ccc(Cl)cc1.Cc1ccc(N)cc1.O=S(=O)(O[Pd]1c2ccccc2-c2ccccc2N~1)C(F)(F)F.COc1ccc(OC)c(P(C(C)(C)C)C(C)(C)C)c1-c1c(C(C)C)cc(C(C)C)cc1C(C)C.CCN=P(N=P(N(C)C)(N(C)C)N(C)C)(N(C)C)N(C)C.Fc1cccc(F)c1-c1ccno1. No catalyst specified. The product is Cc1ccc(Nc2ccc(C(F)(F)F)cc2)cc1. The yield is 0.0997. (2) The reactants are COc1ccc(Br)cc1.Cc1ccc(N)cc1.O=S(=O)(O[Pd]1c2ccccc2-c2ccccc2N~1)C(F)(F)F.COc1ccc(OC)c(P(C(C)(C)C)C(C)(C)C)c1-c1c(C(C)C)cc(C(C)C)cc1C(C)C.CN1CCCN2CCCN=C12.COC(=O)c1ccno1. No catalyst specified. The product is COc1ccc(Nc2ccc(C)cc2)cc1. The yield is 0.176. (3) The reactants are FC(F)(F)c1ccc(Br)cc1.Cc1ccc(N)cc1.O=S(=O)(O[Pd]1c2ccccc2-c2ccccc2N~1)C(F)(F)F.CC(C)c1cc(C(C)C)c(-c2ccccc2P(C2CCCCC2)C2CCCCC2)c(C(C)C)c1.CCN=P(N=P(N(C)C)(N(C)C)N(C)C)(N(C)C)N(C)C.c1ccc2nocc2c1. No catalyst specified. The product is Cc1ccc(Nc2ccc(C(F)(F)F)cc2)cc1. The yield is 0.0811. (4) The reactants are COc1ccc(Cl)cc1.Cc1ccc(N)cc1.O=S(=O)(O[Pd]1c2ccccc2-c2ccccc2N~1)C(F)(F)F.COc1ccc(OC)c(P(C(C)(C)C)C(C)(C)C)c1-c1c(C(C)C)cc(C(C)C)cc1C(C)C.CN1CCCN2CCCN=C12.c1ccc2oncc2c1. No catalyst specified. The product is COc1ccc(Nc2ccc(C)cc2)cc1. The yield is 0.00710.